Dataset: NCI-60 drug combinations with 297,098 pairs across 59 cell lines. Task: Regression. Given two drug SMILES strings and cell line genomic features, predict the synergy score measuring deviation from expected non-interaction effect. Drug 1: C1=CC(=C2C(=C1NCCNCCO)C(=O)C3=C(C=CC(=C3C2=O)O)O)NCCNCCO. Drug 2: CN(CC1=CN=C2C(=N1)C(=NC(=N2)N)N)C3=CC=C(C=C3)C(=O)NC(CCC(=O)O)C(=O)O. Synergy scores: CSS=46.9, Synergy_ZIP=-3.28, Synergy_Bliss=-4.84, Synergy_Loewe=-5.04, Synergy_HSA=-3.72. Cell line: TK-10.